From a dataset of Full USPTO retrosynthesis dataset with 1.9M reactions from patents (1976-2016). Predict the reactants needed to synthesize the given product. (1) Given the product [C:29]1([C:22]2[C:23]3[C:28](=[CH:27][CH:26]=[CH:25][CH:24]=3)[C:19]([NH:1][C:2]3[CH:17]=[CH:16][C:5]([O:6][C:7]4[C:12]([B:13]([OH:15])[OH:14])=[CH:11][CH:10]=[CH:9][N:8]=4)=[CH:4][CH:3]=3)=[N:20][N:21]=2)[CH:30]=[CH:31][CH:32]=[CH:33][CH:34]=1, predict the reactants needed to synthesize it. The reactants are: [NH2:1][C:2]1[CH:17]=[CH:16][C:5]([O:6][C:7]2[C:12]([B:13]([OH:15])[OH:14])=[CH:11][CH:10]=[CH:9][N:8]=2)=[CH:4][CH:3]=1.Cl[C:19]1[C:28]2[C:23](=[CH:24][CH:25]=[CH:26][CH:27]=2)[C:22]([C:29]2[CH:34]=[CH:33][CH:32]=[CH:31][CH:30]=2)=[N:21][N:20]=1.CC(O)CC. (2) Given the product [Cl:15][C:16]1[CH:17]=[CH:18][C:19]([C:22]2[CH:23]=[CH:24][C:25]([C:28]#[C:29][C:8]3[CH:9]=[CH:10][C:5]([O:4][CH2:3][CH2:2][OH:1])=[C:6]([C:12](=[O:14])[CH3:13])[CH:7]=3)=[N:26][CH:27]=2)=[CH:20][CH:21]=1, predict the reactants needed to synthesize it. The reactants are: [OH:1][CH2:2][CH2:3][O:4][C:5]1[CH:10]=[CH:9][C:8](I)=[CH:7][C:6]=1[C:12](=[O:14])[CH3:13].[Cl:15][C:16]1[CH:21]=[CH:20][C:19]([C:22]2[CH:23]=[CH:24][C:25]([C:28]#[CH:29])=[N:26][CH:27]=2)=[CH:18][CH:17]=1. (3) The reactants are: CCCCCC.[H-].[Na+].[CH3:9][O:10][C:11]([CH2:13]P(OC)(OC)=O)=[O:12].[Cl:20][C:21]1[CH:31]=[C:30]([CH2:32][CH2:33][CH3:34])[CH:29]=[C:28]([CH:35]=O)[C:22]=1[C:23]([O:25][CH2:26][CH3:27])=[O:24]. Given the product [Cl:20][C:21]1[CH:31]=[C:30]([CH2:32][CH2:33][CH3:34])[CH:29]=[C:28](/[CH:35]=[CH:13]/[C:11]([O:10][CH3:9])=[O:12])[C:22]=1[C:23]([O:25][CH2:26][CH3:27])=[O:24], predict the reactants needed to synthesize it.